From a dataset of Reaction yield outcomes from USPTO patents with 853,638 reactions. Predict the reaction yield, written as a fraction of the theoretical maximum amount of product (1.0 means a 100% yield; for example, 0.34 means a 34% yield). (1) The reactants are [CH2:1]([O:8][C:9]1[C:28]([O:29][CH3:30])=[CH:27][C:12]([C:13]([N:15]2[CH:19]=[C:18]([CH2:20][C:21]([O:23][CH3:24])=[O:22])[CH2:17][C@H:16]2[CH2:25][OH:26])=[O:14])=[C:11]([N+:31]([O-])=O)[CH:10]=1)[C:2]1[CH:7]=[CH:6][CH:5]=[CH:4][CH:3]=1.Cl[Sn]Cl.C(Cl)(Cl)Cl.CO. The catalyst is CO. The product is [NH2:31][C:11]1[CH:10]=[C:9]([O:8][CH2:1][C:2]2[CH:3]=[CH:4][CH:5]=[CH:6][CH:7]=2)[C:28]([O:29][CH3:30])=[CH:27][C:12]=1[C:13]([N:15]1[CH:19]=[C:18]([CH2:20][C:21]([O:23][CH3:24])=[O:22])[CH2:17][C@H:16]1[CH2:25][OH:26])=[O:14]. The yield is 0.880. (2) The reactants are [N:1]1[CH:6]=[CH:5][CH:4]=[CH:3][CH:2]=1.Cl.[C:8](Cl)(=[O:15])[C:9]1[CH:14]=[CH:13][CH:12]=[N:11][CH:10]=1.[CH3:17][C:18]([CH3:44])([CH2:21][CH2:22][CH2:23][CH2:24][CH2:25][CH:26]([O:37][CH:38]1[CH2:43][CH2:42][CH2:41][CH2:40][O:39]1)[CH2:27][CH2:28][CH2:29][CH2:30][CH2:31][C:32]([CH3:36])([CH3:35])[CH2:33][OH:34])[CH2:19]O.C[C:46]([O:49]C)(C)C. No catalyst specified. The product is [O:39]1[CH2:40][CH2:41][CH2:42][CH2:43][CH:38]1[O:37][CH:26]([CH2:25][CH2:24][CH2:23][CH2:22][CH2:21][C:18]([CH3:44])([CH3:19])[CH2:17][C:8](=[O:15])[C:9]1[CH:14]=[CH:13][CH:12]=[N:11][CH:10]=1)[CH2:27][CH2:28][CH2:29][CH2:30][CH2:31][C:32]([CH3:36])([CH3:35])[CH2:33][O:34][C:46](=[O:49])[C:3]1[CH:4]=[CH:5][CH:6]=[N:1][CH:2]=1. The yield is 0.690. (3) The reactants are [C:1]1([CH2:7][C:8](O)=[O:9])[CH:6]=[CH:5][CH:4]=[CH:3][CH:2]=1.Cl.CN(C)CCCN=C=NCC.[NH2:23][C:24]1[N:29]=[C:28]2[NH:30][CH:31]=[C:32]([CH:33]=[C:34]([C:38]3[CH:43]=[CH:42][CH:41]=[CH:40][CH:39]=3)[C:35]([NH2:37])=[O:36])[C:27]2=[CH:26][CH:25]=1. The catalyst is ClCCl. The product is [C:1]1([CH2:7][C:8]([NH:23][C:24]2[N:29]=[C:28]3[NH:30][CH:31]=[C:32]([CH:33]=[C:34]([C:38]4[CH:39]=[CH:40][CH:41]=[CH:42][CH:43]=4)[C:35]([NH2:37])=[O:36])[C:27]3=[CH:26][CH:25]=2)=[O:9])[CH:6]=[CH:5][CH:4]=[CH:3][CH:2]=1. The yield is 0.650. (4) The reactants are [OH:1][CH2:2][C@H:3]([NH:5][C:6]([C:8]1[NH:9][C:10]([C:13]2[CH:18]=[C:17]([O:19][C:20]3[CH:21]=[N:22][C:23]([S:26]([CH3:29])(=[O:28])=[O:27])=[CH:24][CH:25]=3)[CH:16]=[C:15]([O:30][C@@H:31]([CH3:35])[CH2:32][O:33][CH3:34])[CH:14]=2)=[CH:11][CH:12]=1)=O)[CH3:4].CS(O)(=O)=O.C(N(CC)CC)C.C(=O)([O-])O.[Na+]. The catalyst is O1CCCC1. The product is [CH3:34][O:33][CH2:32][C@H:31]([CH3:35])[O:30][C:15]1[CH:16]=[C:17]([CH:18]=[C:13]([C:10]2[NH:9][C:8]([C:6]3[O:1][CH2:2][C@@H:3]([CH3:4])[N:5]=3)=[CH:12][CH:11]=2)[CH:14]=1)[O:19][C:20]1[CH:25]=[CH:24][C:23]([S:26]([CH3:29])(=[O:28])=[O:27])=[N:22][CH:21]=1. The yield is 0.850. (5) The reactants are [F:1][C:2]1[CH:10]=[CH:9][C:5]([C:6]([OH:8])=O)=[CH:4][CH:3]=1.CN(C(ON1N=NC2C=CC=NC1=2)=[N+](C)C)C.F[P-](F)(F)(F)(F)F.C(N(C(C)C)C(C)C)C.[CH3:44][O:45][C:46]1[C:51]2[N:52]=[C:53]([NH2:55])[S:54][C:50]=2[C:49]([N:56]([CH2:58][CH2:59][O:60][CH3:61])[CH3:57])=[CH:48][CH:47]=1.Cl. The catalyst is C1COCC1.O1CCOCC1.CN(C=O)C. The product is [F:1][C:2]1[CH:3]=[CH:4][C:5]([C:6]([NH:55][C:53]2[S:54][C:50]3[C:49]([N:56]([CH2:58][CH2:59][O:60][CH3:61])[CH3:57])=[CH:48][CH:47]=[C:46]([O:45][CH3:44])[C:51]=3[N:52]=2)=[O:8])=[CH:9][CH:10]=1. The yield is 0.250. (6) The reactants are [Br:1][C:2]1[CH:3]=[C:4]([NH:8]N=C2CCCNC2=O)[CH:5]=[CH:6][CH:7]=1.[C:17](=[O:20])([O-])[O-].[Na+].[Na+]. The catalyst is C(O)=O. The product is [Br:1][C:2]1[CH:3]=[C:4]2[C:5]([C:2]3[CH2:3][CH2:4][NH:8][C:17](=[O:20])[C:7]=3[NH:8]2)=[CH:6][CH:7]=1. The yield is 0.560.